This data is from Full USPTO retrosynthesis dataset with 1.9M reactions from patents (1976-2016). The task is: Predict the reactants needed to synthesize the given product. (1) Given the product [CH2:19]([O:21][C:22]([C:24]1([NH:33][C:10]([C:6]2[C:5]3[O:1][CH2:2][CH2:3][C:4]=3[CH:9]=[CH:8][CH:7]=2)=[O:12])[CH2:32][C:31]2[C:26](=[CH:27][CH:28]=[CH:29][CH:30]=2)[CH2:25]1)=[O:23])[CH3:20], predict the reactants needed to synthesize it. The reactants are: [O:1]1[C:5]2[C:6]([C:10]([OH:12])=O)=[CH:7][CH:8]=[CH:9][C:4]=2[CH2:3][CH2:2]1.C(Cl)(=O)C(Cl)=O.[CH2:19]([O:21][C:22]([C:24]1([NH2:33])[CH2:32][C:31]2[C:26](=[CH:27][CH:28]=[CH:29][CH:30]=2)[CH2:25]1)=[O:23])[CH3:20].CCN(C(C)C)C(C)C. (2) Given the product [CH3:1][N:2]1[C:6]([C:7]2[S:8][C:9]3[N:10]=[CH:11][N:12]=[C:13]([NH2:33])[C:14]=3[N:15]=2)=[C:5]([C:20]2[CH:25]=[CH:24][CH:23]=[CH:22][CH:21]=2)[N:4]=[C:3]1[C:26]1[CH:31]=[CH:30][CH:29]=[CH:28][CH:27]=1, predict the reactants needed to synthesize it. The reactants are: [CH3:1][N:2]1[C:6]([C:7]2[S:8][C:9]3[N:10]=[CH:11][N:12]=[C:13](S(C)(=O)=O)[C:14]=3[N:15]=2)=[C:5]([C:20]2[CH:25]=[CH:24][CH:23]=[CH:22][CH:21]=2)[N:4]=[C:3]1[C:26]1[CH:31]=[CH:30][CH:29]=[CH:28][CH:27]=1.C[N:33]1C(C2SC3N=CN=C(S(C)(=O)=O)C=3C=2)=C(C2C=CC=CC=2)N=C1. (3) Given the product [CH3:37][O:36][CH2:35][CH2:34][O:33][CH2:32][CH2:31][O:30][CH2:29][CH2:28][C:6]1([CH2:18][CH2:19][O:20][CH2:21][CH2:22][O:23][CH2:24][CH2:25][O:26][CH3:27])[C:7]2[CH:8]=[C:9]([C:16]#[C:17][C:39]3[S:43][C:42]([CH:44]=[O:45])=[CH:41][CH:40]=3)[CH:10]=[CH:11][C:12]=2[C:13]2[C:5]1=[CH:4][C:3]([C:1]#[C:2][C:39]1[S:43][C:42]([CH:44]=[O:45])=[CH:41][CH:40]=1)=[CH:15][CH:14]=2, predict the reactants needed to synthesize it. The reactants are: [C:1]([C:3]1[CH:15]=[CH:14][C:13]2[C:12]3[C:7](=[CH:8][C:9]([C:16]#[CH:17])=[CH:10][CH:11]=3)[C:6]([CH2:28][CH2:29][O:30][CH2:31][CH2:32][O:33][CH2:34][CH2:35][O:36][CH3:37])([CH2:18][CH2:19][O:20][CH2:21][CH2:22][O:23][CH2:24][CH2:25][O:26][CH3:27])[C:5]=2[CH:4]=1)#[CH:2].I[C:39]1[S:43][C:42]([CH:44]=[O:45])=[CH:41][CH:40]=1. (4) Given the product [CH2:7]1[C:8]2[C:13](=[CH:12][CH:11]=[CH:10][CH:9]=2)[CH2:14][CH2:15][N:6]1[CH2:5][C:4]([NH:17][NH2:18])=[O:3], predict the reactants needed to synthesize it. The reactants are: C([O:3][C:4](=O)[CH2:5][N:6]1[CH2:15][CH2:14][C:13]2[C:8](=[CH:9][CH:10]=[CH:11][CH:12]=2)[CH2:7]1)C.[NH2:17][NH2:18]. (5) Given the product [OH:1][CH:2]1[C:6]2([CH2:7][CH2:8][N:9]([C:12]([O:14][C:15]([CH3:16])([CH3:18])[CH3:17])=[O:13])[CH2:10][CH2:11]2)[C:5](=[O:19])[N:4]([C:22]2[CH2:62][O:42][C:43](=[O:64])[CH:48]=2)[CH:3]1[CH3:20], predict the reactants needed to synthesize it. The reactants are: [OH:1][CH:2]1[C:6]2([CH2:11][CH2:10][N:9]([C:12]([O:14][C:15]([CH3:18])([CH3:17])[CH3:16])=[O:13])[CH2:8][CH2:7]2)[C:5](=[O:19])[NH:4][CH:3]1[CH3:20].C[C:22]1([CH3:62])[C:48]2[C:43](=C(P(C3C=CC=CC=3)C3C=CC=CC=3)C=CC=2)[O:42]C2C(P(C3C=CC=CC=3)C3C=CC=CC=3)=CC=CC1=2.C([O-])([O-])=[O:64].[K+].[K+].N#N.O.